From a dataset of Catalyst prediction with 721,799 reactions and 888 catalyst types from USPTO. Predict which catalyst facilitates the given reaction. (1) Reactant: [CH2:1]([N:5]([CH2:22][C:23]1[CH:35]=[CH:34][C:26]([O:27][CH2:28][C:29]([O:31]CC)=[O:30])=[C:25]([CH3:36])[CH:24]=1)[C:6]1[CH:11]=[N:10][CH:9]=[C:8]([C:12]2[CH:17]=[CH:16][C:15]([C:18]([F:21])([F:20])[F:19])=[CH:14][CH:13]=2)[N:7]=1)[CH2:2][CH2:3][CH3:4].[OH-].[Na+]. Product: [CH2:1]([N:5]([CH2:22][C:23]1[CH:35]=[CH:34][C:26]([O:27][CH2:28][C:29]([OH:31])=[O:30])=[C:25]([CH3:36])[CH:24]=1)[C:6]1[CH:11]=[N:10][CH:9]=[C:8]([C:12]2[CH:13]=[CH:14][C:15]([C:18]([F:19])([F:20])[F:21])=[CH:16][CH:17]=2)[N:7]=1)[CH2:2][CH2:3][CH3:4]. The catalyst class is: 111. (2) The catalyst class is: 5. Product: [ClH:24].[NH:8]1[CH2:13][CH2:12][CH2:11][CH2:10][CH:9]1[CH2:14][CH2:15][CH2:16][C:17]([O:19][CH3:20])=[O:18]. Reactant: C(OC([N:8]1[CH2:13][CH2:12][CH2:11][CH2:10][CH:9]1[CH2:14][CH2:15][CH2:16][C:17]([O:19][CH3:20])=[O:18])=O)(C)(C)C.C([Cl:24])(=O)C. (3) Reactant: CN(C)C(N(C)C)=N.[F:9][C:10]1[CH:15]=[CH:14][CH:13]=[CH:12][C:11]=1[C:16]12[CH2:24][NH:23][CH2:22][CH:21]1[CH2:20][S:19][C:18]([NH:25][C:26](=[O:33])[C:27]1[CH:32]=[CH:31][CH:30]=[CH:29][CH:28]=1)=[N:17]2.[F:34][C:35]1[CH:36]=[N:37][C:38](Cl)=[N:39][CH:40]=1.C(OCC)(=O)C. Product: [F:9][C:10]1[CH:15]=[CH:14][CH:13]=[CH:12][C:11]=1[C:16]12[CH2:24][N:23]([C:38]3[N:39]=[CH:40][C:35]([F:34])=[CH:36][N:37]=3)[CH2:22][CH:21]1[CH2:20][S:19][C:18]([NH:25][C:26](=[O:33])[C:27]1[CH:28]=[CH:29][CH:30]=[CH:31][CH:32]=1)=[N:17]2. The catalyst class is: 58. (4) The catalyst class is: 312. Reactant: C([O:8][CH2:9][CH2:10][CH2:11][C@H:12]([C:21]1[O:25][N:24]=[C:23]([CH:26]2[CH2:29][CH:28]([CH2:30][C:31]([CH3:34])([CH3:33])[CH3:32])[CH2:27]2)[CH:22]=1)[CH2:13][C:14]([O:16][C:17]([CH3:20])([CH3:19])[CH3:18])=[O:15])C1C=CC=CC=1. Product: [CH3:32][C:31]([CH3:34])([CH3:33])[CH2:30][CH:28]1[CH2:29][CH:26]([C:23]2[CH:22]=[C:21]([C@@H:12]([CH2:11][CH2:10][CH2:9][OH:8])[CH2:13][C:14]([O:16][C:17]([CH3:18])([CH3:19])[CH3:20])=[O:15])[O:25][N:24]=2)[CH2:27]1. (5) Reactant: [CH3:1][C:2]1[CH:3]=[C:4]2[C:9](=[CH:10][CH:11]=1)[N:8]=[C:7]([S:12]([CH3:15])(=[O:14])=[O:13])[C:6]([CH2:16][C:17]1[CH:18]=[C:19]([CH:23]=[CH:24][N:25]=1)[C:20]([O-:22])=[O:21])=[CH:5]2.O[Li].O.Cl. Product: [CH3:1][C:2]1[CH:3]=[C:4]2[C:9](=[CH:10][CH:11]=1)[N:8]=[C:7]([S:12]([CH3:15])(=[O:14])=[O:13])[C:6]([CH2:16][C:17]1[CH:18]=[C:19]([CH:23]=[CH:24][N:25]=1)[C:20]([OH:22])=[O:21])=[CH:5]2. The catalyst class is: 20. (6) Reactant: CN(C)S(N1C(S[C:12]2[CH:17]=[CH:16][CH:15]=[CH:14][CH:13]=2)=CN=C1[Si](C(C)(C)C)(C)C)(=O)=O.[Li]CCCC.[CH3:31][N:32]([CH3:50])[S:33]([N:36]1[C:40]([CH:41]=O)=[CH:39][N:38]=[C:37]1[Si:43]([C:46]([CH3:49])([CH3:48])[CH3:47])([CH3:45])[CH3:44])(=[O:35])=[O:34].C(OCC)(=O)C.CCCCCC. Product: [CH:12]1([CH2:41][C:40]2[N:36]([S:33](=[O:35])(=[O:34])[N:32]([CH3:50])[CH3:31])[C:37]([Si:43]([C:46]([CH3:49])([CH3:48])[CH3:47])([CH3:45])[CH3:44])=[N:38][CH:39]=2)[CH2:17][CH2:16][CH2:15][CH2:14][CH2:13]1. The catalyst class is: 1. (7) Reactant: [C:1]([CH:3]1[CH2:6][N:5]([C:7](=[O:42])[C@H:8]([NH:10][C:11]([C:13]2[C:21]3[C:16](=[N:17][CH:18]=[C:19]([C:22]4[C:30]5[C:25](=[CH:26][C:27]([Cl:31])=[CH:28][CH:29]=5)[N:24]([CH2:32][CH3:33])[N:23]=4)[N:20]=3)[N:15](COCC[Si](C)(C)C)[CH:14]=2)=[O:12])[CH3:9])[CH2:4]1)#[N:2].C(O)(C(F)(F)F)=O. Product: [C:1]([CH:3]1[CH2:4][N:5]([C:7](=[O:42])[C@H:8]([NH:10][C:11]([C:13]2[C:21]3[C:16](=[N:17][CH:18]=[C:19]([C:22]4[C:30]5[C:25](=[CH:26][C:27]([Cl:31])=[CH:28][CH:29]=5)[N:24]([CH2:32][CH3:33])[N:23]=4)[N:20]=3)[NH:15][CH:14]=2)=[O:12])[CH3:9])[CH2:6]1)#[N:2]. The catalyst class is: 2.